Dataset: Forward reaction prediction with 1.9M reactions from USPTO patents (1976-2016). Task: Predict the product of the given reaction. (1) Given the reactants C([N:3]([C:31](=O)[C:32]1[CH:37]=[CH:36][C:35](O)=[CH:34]C=1)[C:4]1[CH:9]=[C:8]([O:10][CH3:11])[C:7]([O:12][CH3:13])=[CH:6][C:5]=1[C@@H:14]1[CH2:23][CH2:22][C:21]2[CH:20]=[C:19]([O:24]C(=O)C(C)(C)C)[CH:18]=[CH:17][C:16]=2[CH2:15]1)C.[N:40]1([C:47](=O)[CH2:48]Cl)[CH2:46][CH2:45][CH2:44][CH2:43][CH2:42][CH2:41]1, predict the reaction product. The product is: [N:40]1([CH2:47][CH2:48][O:10][C:8]2[CH:7]=[CH:6][C:36]([CH2:37][CH2:32][CH2:31][NH:3][C:4]3[CH:9]=[C:8]([O:10][CH3:11])[C:7]([O:12][CH3:13])=[CH:6][C:5]=3[C@@H:14]3[CH2:23][CH2:22][C:21]4[CH:20]=[C:19]([OH:24])[CH:18]=[CH:17][C:16]=4[CH2:15]3)=[CH:35][CH:34]=2)[CH2:46][CH2:45][CH2:44][CH2:43][CH2:42][CH2:41]1. (2) Given the reactants C(C1C=C(C=O)C(O)=C(C2C=CC(OC(F)(F)F)=CC=2)C=1)(C)(C)C.Br[C:26]1[C:27]([OH:38])=[C:28]([CH:31]=[C:32]([C:34]([CH3:37])([CH3:36])[CH3:35])[CH:33]=1)[CH:29]=[O:30].[F:39][C:40]1[CH:41]=[C:42](B(O)O)[CH:43]=[CH:44][C:45]=1[F:46], predict the reaction product. The product is: [C:34]([C:32]1[CH:31]=[C:28]([CH:29]=[O:30])[C:27]([OH:38])=[C:26]([C:43]2[CH:42]=[CH:41][C:40]([F:39])=[C:45]([F:46])[CH:44]=2)[CH:33]=1)([CH3:37])([CH3:36])[CH3:35]. (3) Given the reactants [CH3:1][C:2]([N:11]1[CH:15]=[C:14]([N+:16]([O-])=O)[N:13]=[CH:12]1)([CH3:10])[CH2:3][NH:4][CH2:5][C:6]([CH3:9])([CH3:8])[CH3:7].[F:19][C:20]1[CH:21]=[C:22]([CH2:27][C:28]([NH:30][C@@H:31]([C:35]2[CH:40]=[CH:39][CH:38]=[CH:37][CH:36]=2)[C:32](O)=[O:33])=[O:29])[CH:23]=[C:24]([F:26])[CH:25]=1, predict the reaction product. The product is: [F:19][C:20]1[CH:21]=[C:22]([CH2:27][C:28]([NH:30][C@@H:31]([C:35]2[CH:40]=[CH:39][CH:38]=[CH:37][CH:36]=2)[C:32]([NH:16][C:14]2[N:13]=[CH:12][N:11]([C:2]([CH3:10])([CH3:1])[CH2:3][NH:4][CH2:5][C:6]([CH3:9])([CH3:8])[CH3:7])[CH:15]=2)=[O:33])=[O:29])[CH:23]=[C:24]([F:26])[CH:25]=1.